From a dataset of Full USPTO retrosynthesis dataset with 1.9M reactions from patents (1976-2016). Predict the reactants needed to synthesize the given product. (1) Given the product [CH3:27][O:26][CH2:25][CH2:24][N:21]1[CH2:22][CH2:23][N:19]([C:17]([NH:16][C:12]2[CH:11]=[CH:10][C:9]([O:8][C:6]3[CH:5]=[CH:4][N:3]=[C:2]([C:33]4[N:32]=[CH:31][N:30]([CH3:29])[CH:34]=4)[CH:7]=3)=[C:14]([CH3:15])[N:13]=2)=[O:18])[C:20]1=[O:28], predict the reactants needed to synthesize it. The reactants are: Cl[C:2]1[CH:7]=[C:6]([O:8][C:9]2[CH:10]=[CH:11][C:12]([NH:16][C:17]([N:19]3[CH2:23][CH2:22][N:21]([CH2:24][CH2:25][O:26][CH3:27])[C:20]3=[O:28])=[O:18])=[N:13][C:14]=2[CH3:15])[CH:5]=[CH:4][N:3]=1.[CH3:29][N:30]1[CH:34]=[C:33]([Sn](CCCC)(CCCC)CCCC)[N:32]=[CH:31]1.[F-].[K+].CCOC(C)=O. (2) Given the product [Cl:8][C:6]1[N:5]=[N:4][C:3]([O:20][C:14]2[C:15]([CH3:19])=[CH:16][CH:17]=[CH:18][C:13]=2[CH:10]2[CH2:11][CH2:12]2)=[C:2]([OH:1])[CH:7]=1, predict the reactants needed to synthesize it. The reactants are: [OH:1][C:2]1[CH:7]=[C:6]([Cl:8])[N:5]=[N:4][C:3]=1Cl.[CH:10]1([C:13]2[CH:18]=[CH:17][CH:16]=[C:15]([CH3:19])[C:14]=2[OH:20])[CH2:12][CH2:11]1.C1C2C(=CC=CC=2)CCC1.[OH-].[K+].Cl. (3) The reactants are: Cl.[CH3:2][O:3][C:4]1[CH:5]=[C:6]([C:12]2[C:13]([CH3:25])([CH3:24])[C:14](=[O:23])[N:15]([CH:17]3[CH2:22][CH2:21][NH:20][CH2:19][CH2:18]3)[N:16]=2)[CH:7]=[CH:8][C:9]=1[O:10][CH3:11].C(N(CC)CC)C.[Cl:33][CH2:34][C:35](O[C:35](=[O:36])[CH2:34][Cl:33])=[O:36]. Given the product [Cl:33][CH2:34][C:35]([N:20]1[CH2:21][CH2:22][CH:17]([N:15]2[C:14](=[O:23])[C:13]([CH3:25])([CH3:24])[C:12]([C:6]3[CH:7]=[CH:8][C:9]([O:10][CH3:11])=[C:4]([O:3][CH3:2])[CH:5]=3)=[N:16]2)[CH2:18][CH2:19]1)=[O:36], predict the reactants needed to synthesize it. (4) Given the product [NH2:2][C:1]1[C:17]2[C:12](=[C:13]([I:19])[C:14]([F:18])=[CH:15][CH:16]=2)[N:11]=[N:10][C:3]=1[C:4]([NH:6][CH2:7][CH2:8][CH3:9])=[O:5], predict the reactants needed to synthesize it. The reactants are: [C:1](/[C:3](=[N:10]\[NH:11][C:12]1[CH:17]=[CH:16][CH:15]=[C:14]([F:18])[C:13]=1[I:19])/[C:4]([NH:6][CH2:7][CH2:8][CH3:9])=[O:5])#[N:2].[Cl-].[Al+3].[Cl-].[Cl-].C(OCC)(=O)C.[C@H](O)(C([O-])=O)[C@@H](O)C([O-])=O.[Na+].[K+].